From a dataset of Peptide-MHC class II binding affinity with 134,281 pairs from IEDB. Regression. Given a peptide amino acid sequence and an MHC pseudo amino acid sequence, predict their binding affinity value. This is MHC class II binding data. (1) The peptide sequence is GELEIVDKIDAAFKI. The MHC is DRB5_0101 with pseudo-sequence DRB5_0101. The binding affinity (normalized) is 0.700. (2) The peptide sequence is EGHLRFLKNIILPVY. The MHC is HLA-DPA10201-DPB11401 with pseudo-sequence HLA-DPA10201-DPB11401. The binding affinity (normalized) is 0.294. (3) The peptide sequence is IQSIPFVHLGHRDNI. The MHC is HLA-DPA10103-DPB10401 with pseudo-sequence HLA-DPA10103-DPB10401. The binding affinity (normalized) is 0.700.